Dataset: Catalyst prediction with 721,799 reactions and 888 catalyst types from USPTO. Task: Predict which catalyst facilitates the given reaction. Product: [CH2:7]([C:10]1[CH:15]=[CH:14][C:13]([CH2:16][CH2:17][CH2:18][OH:19])=[CH:12][CH:11]=1)[CH2:8][CH3:9]. Reactant: [H-].[Al+3].[Li+].[H-].[H-].[H-].[CH2:7]([C:10]1[CH:15]=[CH:14][C:13]([CH2:16][CH2:17][C:18](OCC)=[O:19])=[CH:12][CH:11]=1)[CH2:8][CH3:9].C(OCC)(=O)C.N. The catalyst class is: 1.